Dataset: Catalyst prediction with 721,799 reactions and 888 catalyst types from USPTO. Task: Predict which catalyst facilitates the given reaction. (1) Reactant: [NH2:1][C:2]1[CH:3]=[CH:4][C:5]([Cl:17])=[C:6]([CH:16]=1)[CH2:7][N:8]1[CH2:12][CH2:11][CH:10]([N:13]([CH3:15])[CH3:14])[CH2:9]1.[C:18](N1C=CN=C1)(N1C=CN=C1)=[S:19]. Product: [Cl:17][C:5]1[CH:4]=[CH:3][C:2]([N:1]=[C:18]=[S:19])=[CH:16][C:6]=1[CH2:7][N:8]1[CH2:12][CH2:11][CH:10]([N:13]([CH3:14])[CH3:15])[CH2:9]1. The catalyst class is: 2. (2) Product: [C:16]([NH:1][CH2:2][CH2:3][S:4][S:5][CH2:6][CH2:7][NH:8][C:9](=[O:15])[O:10][C:11]([CH3:12])([CH3:14])[CH3:13])(=[O:36])[CH2:17][CH2:18][CH2:19]/[CH:20]=[CH:21]\[CH2:22]/[CH:23]=[CH:24]\[CH2:25]/[CH:26]=[CH:27]\[CH2:28]/[CH:29]=[CH:30]\[CH2:31]/[CH:32]=[CH:33]\[CH2:34][CH3:35]. Reactant: [NH2:1][CH2:2][CH2:3][S:4][S:5][CH2:6][CH2:7][NH:8][C:9](=[O:15])[O:10][C:11]([CH3:14])([CH3:13])[CH3:12].[C:16](O)(=[O:36])[CH2:17][CH2:18][CH2:19][CH:20]=[CH:21][CH2:22][CH:23]=[CH:24][CH2:25][CH:26]=[CH:27][CH2:28][CH:29]=[CH:30][CH2:31][CH:32]=[CH:33][CH2:34][CH3:35].CN(C(ON1N=NC2C=CC=NC1=2)=[N+](C)C)C.F[P-](F)(F)(F)(F)F.CCN(C(C)C)C(C)C. The catalyst class is: 210. (3) Reactant: [CH3:1][O:2][C:3]([N:5]1[CH2:10][CH:9]=[CH:8][C@H:7]2[O:11][C:12]([NH2:14])=[N:13][C@@H:6]12)=[O:4]. Product: [CH3:1][O:2][C:3]([N:5]1[CH2:10][CH:9]=[CH:8][C@H:7]2[NH:14][C:12](=[O:11])[NH:13][C@@H:6]12)=[O:4]. The catalyst class is: 3. (4) Reactant: Cl.[N:2]1[CH:7]=[CH:6][C:5]([N:8]2[CH2:12][CH2:11][C:10]3([CH2:17][CH2:16][NH:15][CH2:14][CH2:13]3)[CH2:9]2)=[CH:4][CH:3]=1.CCN(C(C)C)C(C)C.[N:27]([CH2:30][CH2:31][C:32]([O:34][CH2:35][CH3:36])=[O:33])=[C:28]=[O:29]. Product: [N:2]1[CH:3]=[CH:4][C:5]([N:8]2[CH2:12][CH2:11][C:10]3([CH2:17][CH2:16][N:15]([C:28]([NH:27][CH2:30][CH2:31][C:32]([O:34][CH2:35][CH3:36])=[O:33])=[O:29])[CH2:14][CH2:13]3)[CH2:9]2)=[CH:6][CH:7]=1. The catalyst class is: 2.